Dataset: PAMPA (Parallel Artificial Membrane Permeability Assay) permeability data from NCATS. Task: Regression/Classification. Given a drug SMILES string, predict its absorption, distribution, metabolism, or excretion properties. Task type varies by dataset: regression for continuous measurements (e.g., permeability, clearance, half-life) or binary classification for categorical outcomes (e.g., BBB penetration, CYP inhibition). Dataset: pampa_ncats. (1) The drug is C1=CC(=C2C=CNC2=C1)C3=CN4C=NC=C4C(=C3)C5=CC=NC=C5. The result is 1 (high permeability). (2) The molecule is CC(C)NC(=O)C1=NC(=C2N1C=CN=C2)C3=CN=C(C=C3)Cl. The result is 1 (high permeability).